From a dataset of Full USPTO retrosynthesis dataset with 1.9M reactions from patents (1976-2016). Predict the reactants needed to synthesize the given product. Given the product [NH2:47][C:14]1[N:15]=[CH:16][C:11]2[CH:10]=[C:9]([C:22]3[C:23]([Cl:42])=[C:24]([NH:29][C:30](=[O:41])[C:31]4[CH:36]=[CH:35][CH:34]=[C:33]([C:37]([F:38])([F:39])[F:40])[CH:32]=4)[CH:25]=[CH:26][C:27]=3[Cl:28])[C:8]([NH:7][C:6]([NH:5][C:1]([CH3:4])([CH3:3])[CH3:2])=[O:43])=[N:21][C:12]=2[N:13]=1, predict the reactants needed to synthesize it. The reactants are: [C:1]([NH:5][C:6](=[O:43])[NH:7][C:8]1[C:9]([C:22]2[C:23]([Cl:42])=[C:24]([NH:29][C:30](=[O:41])[C:31]3[CH:36]=[CH:35][CH:34]=[C:33]([C:37]([F:40])([F:39])[F:38])[CH:32]=3)[CH:25]=[CH:26][C:27]=2[Cl:28])=[CH:10][C:11]2[CH:16]=[N:15][C:14](S(C)(=O)=O)=[N:13][C:12]=2[N:21]=1)([CH3:4])([CH3:3])[CH3:2].[NH4+].CC[N:47](C(C)C)C(C)C.